From a dataset of Forward reaction prediction with 1.9M reactions from USPTO patents (1976-2016). Predict the product of the given reaction. (1) Given the reactants [F:1][C:2]([F:19])([C:6]1[CH:11]=[CH:10][C:9]([F:12])=[CH:8][C:7]=1[O:13][CH2:14][C:15]([F:18])([F:17])[F:16])[C:3]([OH:5])=O.P(Cl)(Cl)(Cl)=O.Cl.[NH2:26][CH2:27][C:28]1[CH:29]=[C:30]2[C:34](=[CH:35][CH:36]=1)[C:33](=[O:37])[N:32]([CH:38]1[CH2:43][CH2:42][C:41](=[O:44])[NH:40][C:39]1=[O:45])[CH2:31]2.C(=O)(O)[O-].[Na+], predict the reaction product. The product is: [O:45]=[C:39]1[CH:38]([N:32]2[CH2:31][C:30]3[C:34](=[CH:35][CH:36]=[C:28]([CH2:27][NH:26][C:3](=[O:5])[C:2]([F:1])([F:19])[C:6]4[CH:11]=[CH:10][C:9]([F:12])=[CH:8][C:7]=4[O:13][CH2:14][C:15]([F:18])([F:17])[F:16])[CH:29]=3)[C:33]2=[O:37])[CH2:43][CH2:42][C:41](=[O:44])[NH:40]1. (2) Given the reactants Cl[CH2:2][C:3]([NH:5][C:6]1[C:19]2[C:18](=[O:20])[C:17]3[C:12](=[CH:13][CH:14]=[CH:15][C:16]=3[NH:21][C:22](=[O:25])[CH2:23]Cl)[C:11](=[O:26])[C:10]=2[CH:9]=[CH:8][CH:7]=1)=[O:4].[N:27]1[CH:32]=[CH:31]C=[CH:29][CH:28]=1.[CH2:33]([NH:35][CH2:36][CH3:37])[CH3:34], predict the reaction product. The product is: [CH2:32]([N:27]([CH2:28][CH3:29])[CH2:2][C:3]([NH:5][C:6]1[C:19]2[C:18](=[O:20])[C:17]3[C:12](=[CH:13][CH:14]=[CH:15][C:16]=3[NH:21][C:22](=[O:25])[CH2:23][N:35]([CH2:36][CH3:37])[CH2:33][CH3:34])[C:11](=[O:26])[C:10]=2[CH:9]=[CH:8][CH:7]=1)=[O:4])[CH3:31].